Dataset: Full USPTO retrosynthesis dataset with 1.9M reactions from patents (1976-2016). Task: Predict the reactants needed to synthesize the given product. (1) Given the product [F:52][C:48]1([F:51])[C:47]2[CH:46]=[C:45]([C:53]3[NH:57][C:56]([C@@H:58]4[CH2:62][CH2:61][CH2:60][N:59]4[C:63]([O:65][C:66]([CH3:68])([CH3:67])[CH3:69])=[O:64])=[N:55][CH:54]=3)[CH:44]=[CH:43][C:42]=2[C:41]2[C:49]1=[CH:50][C:38]([C:17]1[CH:18]=[CH:19][C:13]3[N:12]=[C:11]([C@@H:10]4[C@@H:9]5[CH2:29][C@@H:6]([CH2:7][CH2:8]5)[N:5]4[C:4](=[O:30])[C@@H:3]([NH:31][C:32]([O:33][CH3:34])=[O:35])[CH:2]([CH3:36])[CH3:1])[NH:15][C:14]=3[CH:16]=1)=[CH:39][CH:40]=2, predict the reactants needed to synthesize it. The reactants are: [CH3:1][CH:2]([CH3:36])[C@H:3]([NH:31][C:32](=[O:35])[O:33][CH3:34])[C:4](=[O:30])[N:5]1[C@H:10]([C:11]2[NH:15][C:14]3[CH:16]=[C:17](B4OC(C)(C)C(C)(C)O4)[CH:18]=[CH:19][C:13]=3[N:12]=2)[C@@H:9]2[CH2:29][C@H:6]1[CH2:7][CH2:8]2.Br[C:38]1[CH:50]=[C:49]2[C:41]([C:42]3[CH:43]=[CH:44][C:45]([C:53]4[NH:57][C:56]([C@@H:58]5[CH2:62][CH2:61][CH2:60][N:59]5[C:63]([O:65][C:66]([CH3:69])([CH3:68])[CH3:67])=[O:64])=[N:55][CH:54]=4)=[CH:46][C:47]=3[C:48]2([F:52])[F:51])=[CH:40][CH:39]=1.C(=O)(O)[O-].[Na+].C1(P(C2C=CC=CC=2)C2C=CC=CC=2)C=CC=CC=1. (2) Given the product [NH2:17][CH2:2][C:3]1[C:4]([C:10]2[CH:15]=[CH:14][CH:13]=[C:12]([F:16])[CH:11]=2)=[N:5][C:6]([CH3:9])=[N:7][CH:8]=1, predict the reactants needed to synthesize it. The reactants are: Cl[CH2:2][C:3]1[C:4]([C:10]2[CH:15]=[CH:14][CH:13]=[C:12]([F:16])[CH:11]=2)=[N:5][C:6]([CH3:9])=[N:7][CH:8]=1.[NH3:17].CO.